Dataset: Full USPTO retrosynthesis dataset with 1.9M reactions from patents (1976-2016). Task: Predict the reactants needed to synthesize the given product. (1) Given the product [C:1]([C:4]1[C:5]([O:30][CH2:31][CH3:32])=[C:6]([CH:12]([NH:22][C:23](=[O:29])[O:24][C:25]([CH3:26])([CH3:27])[CH3:28])[CH2:13][OH:14])[C:7]([F:11])=[C:8]([Cl:10])[CH:9]=1)(=[O:3])[CH3:2], predict the reactants needed to synthesize it. The reactants are: [C:1]([C:4]1[C:5]([O:30][CH2:31][CH3:32])=[C:6]([CH:12]([NH:22][C:23](=[O:29])[O:24][C:25]([CH3:28])([CH3:27])[CH3:26])[CH2:13][O:14][Si](C(C)(C)C)(C)C)[C:7]([F:11])=[C:8]([Cl:10])[CH:9]=1)(=[O:3])[CH3:2].[F-].C([N+](CCCC)(CCCC)CCCC)CCC. (2) Given the product [F:56][CH:10]([C:11]1[CH:16]=[CH:15][CH:14]=[CH:13][C:12]=1[O:17][C:18]([F:21])([F:19])[F:20])[S:7]([C:4]1[CH2:3][C:2]([CH3:22])([CH3:1])[O:6][N:5]=1)(=[O:8])=[O:9], predict the reactants needed to synthesize it. The reactants are: [CH3:1][C:2]1([CH3:22])[O:6][N:5]=[C:4]([S:7]([CH2:10][C:11]2[CH:16]=[CH:15][CH:14]=[CH:13][C:12]=2[O:17][C:18]([F:21])([F:20])[F:19])(=[O:9])=[O:8])[CH2:3]1.C(N1CCN2CCN(CC(C)C)P1N(CC(C)C)CC2)C(C)C.C1C=CC(S(N(S(C2C=CC=CC=2)(=O)=O)[F:56])(=O)=O)=CC=1. (3) Given the product [F:13][C:14]([F:24])([F:25])[O:15][C:16]1[CH:23]=[CH:22][CH:21]=[CH:20][C:17]=1[CH2:18][NH:19][C:2]([N:44]1[CH2:45][CH2:46][CH:41]([O:40][C:39]2[CH:47]=[CH:48][C:49]([Cl:50])=[C:37]([Cl:36])[CH:38]=2)[CH2:42][CH2:43]1)=[O:4], predict the reactants needed to synthesize it. The reactants are: Cl[C:2](Cl)([O:4]C(=O)OC(Cl)(Cl)Cl)Cl.[F:13][C:14]([F:25])([F:24])[O:15][C:16]1[CH:23]=[CH:22][CH:21]=[CH:20][C:17]=1[CH2:18][NH2:19].C(N(C(C)C)CC)(C)C.Cl.[Cl:36][C:37]1[CH:38]=[C:39]([CH:47]=[CH:48][C:49]=1[Cl:50])[O:40][CH:41]1[CH2:46][CH2:45][NH:44][CH2:43][CH2:42]1. (4) Given the product [C:13]1([C:10]2[CH:11]=[CH:12][C:7]([C:1]3[CH:2]=[CH:3][CH:4]=[CH:5][CH:6]=3)=[CH:8][CH:9]=2)[CH2:17][CH2:16][CH2:15][CH:14]=1, predict the reactants needed to synthesize it. The reactants are: [C:1]1([C:7]2[CH:12]=[CH:11][C:10]([C:13]3(O)[CH2:17][CH2:16][CH2:15][CH2:14]3)=[CH:9][CH:8]=2)[CH:6]=[CH:5][CH:4]=[CH:3][CH:2]=1.C1(C)C=CC(S(O)(=O)=O)=CC=1. (5) Given the product [C:1]([O:5][C:6](=[O:29])[NH:7][C@@H:8]([C:9]1[NH:21][C:12]2[C:11]([CH:10]=1)=[CH:16][C:15]([Cl:17])=[CH:14][C:13]=2[N+:18]([O-:20])=[O:19])[CH2:22][C:23]1[CH:28]=[CH:27][CH:26]=[CH:25][CH:24]=1)([CH3:4])([CH3:2])[CH3:3], predict the reactants needed to synthesize it. The reactants are: [C:1]([O:5][C:6](=[O:29])[NH:7][C@H:8]([CH2:22][C:23]1[CH:28]=[CH:27][CH:26]=[CH:25][CH:24]=1)[C:9]#[C:10][C:11]1[CH:16]=[C:15]([Cl:17])[CH:14]=[C:13]([N+:18]([O-:20])=[O:19])[C:12]=1[NH2:21])([CH3:4])([CH3:3])[CH3:2].CC(C)([O-])C.[K+]. (6) Given the product [C:9]([O:7][C:6]1[CH:5]=[CH:4][C:3]([CH3:8])=[CH:2][CH:1]=1)(=[O:16])[C:10]1[CH:15]=[CH:14][CH:13]=[CH:12][CH:11]=1, predict the reactants needed to synthesize it. The reactants are: [CH:1]1[C:6]([OH:7])=[CH:5][CH:4]=[C:3]([CH3:8])[CH:2]=1.[C:9](Cl)(=[O:16])[C:10]1[CH:15]=[CH:14][CH:13]=[CH:12][CH:11]=1.Cl.